From a dataset of Forward reaction prediction with 1.9M reactions from USPTO patents (1976-2016). Predict the product of the given reaction. (1) Given the reactants [NH2:1][CH2:2][C@@H:3]([C:5]1[C:14]2[C:9](=[C:10]([O:15]CC3C=CC=CC=3)[CH:11]=[CH:12][CH:13]=2)[NH:8][C:7](=[O:23])[CH:6]=1)[OH:4].CO.Cl, predict the reaction product. The product is: [NH2:1][CH2:2][C@@H:3]([C:5]1[C:14]2[C:9](=[C:10]([OH:15])[CH:11]=[CH:12][CH:13]=2)[NH:8][C:7](=[O:23])[CH:6]=1)[OH:4]. (2) Given the reactants [F:1][C:2]1[C:7]([F:8])=[CH:6][CH:5]=[CH:4][C:3]=1[CH2:9][OH:10].C(O[K])(C)(C)C.[C:17]([O:21][C:22]([N:24]1[CH2:29][CH2:28][CH:27]([CH2:30][CH2:31]OS(C)(=O)=O)[CH2:26][CH2:25]1)=[O:23])([CH3:20])([CH3:19])[CH3:18].[NH4+].[Cl-], predict the reaction product. The product is: [C:17]([O:21][C:22]([N:24]1[CH2:29][CH2:28][CH:27]([CH2:30][CH2:31][O:10][CH2:9][C:3]2[CH:4]=[CH:5][CH:6]=[C:7]([F:8])[C:2]=2[F:1])[CH2:26][CH2:25]1)=[O:23])([CH3:20])([CH3:19])[CH3:18]. (3) The product is: [C:2]1([CH:1]([C:8]2[CH:13]=[CH:12][CH:11]=[CH:10][CH:9]=2)[CH:14]([O:24][CH:21]=[CH2:26])[CH2:19][CH2:18][CH:17]=[CH2:16])[CH:7]=[CH:6][CH:5]=[CH:4][CH:3]=1. Given the reactants [CH:1]([CH:14]1[CH2:19][C:18](=O)[CH:17]=[CH:16]O1)([C:8]1[CH:13]=[CH:12][CH:11]=[CH:10][CH:9]=1)[C:2]1[CH:7]=[CH:6][CH:5]=[CH:4][CH:3]=1.[C:21]([O-:24])(O)=O.[Na+].[CH:26](OCC)=C, predict the reaction product.